This data is from Catalyst prediction with 721,799 reactions and 888 catalyst types from USPTO. The task is: Predict which catalyst facilitates the given reaction. (1) Reactant: [Br:1][C:2]1[C:7](F)=[CH:6][CH:5]=[CH:4][C:3]=1[C:9]([F:12])([F:11])[F:10].CS(C[CH2:18][OH:19])(=O)=O.[H-].[Na+].[CH3:22][O:23]CCl. Product: [Br:1][C:2]1[C:3]([C:9]([F:12])([F:11])[F:10])=[CH:4][CH:5]=[CH:6][C:7]=1[O:23][CH2:22][O:19][CH3:18]. The catalyst class is: 288. (2) Reactant: [CH3:1][O:2][C:3]([C@H:5]1[CH2:8][C@@H:7]([N:9]2[C:13]3[N:14]=[CH:15][N:16]=[C:17]([NH2:18])[C:12]=3[C:11]([C:19]3[CH:24]=[CH:23][CH:22]=[C:21]([O:25][CH2:26][C:27]4[CH:32]=[CH:31][CH:30]=[CH:29][CH:28]=4)[CH:20]=3)=[C:10]2Br)[CH2:6]1)=[O:4].[CH3:34][Sn](C)(C)C. Product: [CH3:1][O:2][C:3]([C@H:5]1[CH2:8][C@@H:7]([N:9]2[C:13]3[N:14]=[CH:15][N:16]=[C:17]([NH2:18])[C:12]=3[C:11]([C:19]3[CH:24]=[CH:23][CH:22]=[C:21]([O:25][CH2:26][C:27]4[CH:32]=[CH:31][CH:30]=[CH:29][CH:28]=4)[CH:20]=3)=[C:10]2[CH3:34])[CH2:6]1)=[O:4]. The catalyst class is: 9. (3) Reactant: [F:1][C:2]1[CH:3]=[C:4]([CH:9]2[C:14]([C:15]([OH:17])=O)=[C:13]([CH3:18])[NH:12][C:11](=[O:19])[NH:10]2)[CH:5]=[C:6]([F:8])[CH:7]=1.[F:20][C:21]1[CH:26]=[CH:25][C:24]([C:27]2[C:35]3[C:30](=[CH:31][CH:32]=[C:33]([NH2:36])[CH:34]=3)[NH:29][N:28]=2)=[CH:23][CH:22]=1.C1CN([P+](Br)(N2CCCC2)N2CCCC2)CC1.F[P-](F)(F)(F)(F)F.C(N(C(C)C)CC)(C)C. Product: [F:20][C:21]1[CH:22]=[CH:23][C:24]([C:27]2[C:35]3[C:30](=[CH:31][CH:32]=[C:33]([NH:36][C:15]([C:14]4[CH:9]([C:4]5[CH:5]=[C:6]([F:8])[CH:7]=[C:2]([F:1])[CH:3]=5)[NH:10][C:11](=[O:19])[NH:12][C:13]=4[CH3:18])=[O:17])[CH:34]=3)[NH:29][N:28]=2)=[CH:25][CH:26]=1. The catalyst class is: 2.